From a dataset of Tox21: 12 toxicity assays (nuclear receptors and stress response pathways). Binary classification across 12 toxicity assays. (1) The drug is CCCCCCCCCCCCCCCCn1cc[n+](C)c1.O=S(=O)([N-]S(=O)(=O)C(F)(F)F)C(F)(F)F. It tested positive (active) for: NR-Aromatase (Aromatase enzyme inhibition), and SR-ARE (Antioxidant Response Element (oxidative stress)). (2) The drug is CN(C)c1ccc(C=O)cc1. It tested positive (active) for: NR-ER (Estrogen Receptor agonist activity), and SR-ARE (Antioxidant Response Element (oxidative stress)). (3) The drug is O=C(Nc1ccccc1)Nc1ccccc1. It tested positive (active) for: NR-AhR (Aryl hydrocarbon Receptor agonist activity), NR-ER (Estrogen Receptor agonist activity), and SR-MMP (Mitochondrial Membrane Potential disruption). (4) The compound is C[C@]12CCC(=O)C[C@@H]1CC[C@@H]1[C@@H]2CC[C@@]2(C)[C@H]1CC[C@]2(C)O. It tested positive (active) for: NR-AR (Androgen Receptor agonist activity), NR-AR-LBD (Androgen Receptor Ligand Binding Domain agonist), NR-ER (Estrogen Receptor agonist activity), and NR-ER-LBD (Estrogen Receptor Ligand Binding Domain agonist). (5) The compound is CNc1cnn(-c2cccc(C(F)(F)F)c2)c(=O)c1Cl. It tested positive (active) for: NR-AhR (Aryl hydrocarbon Receptor agonist activity), NR-ER (Estrogen Receptor agonist activity), and SR-ATAD5 (ATAD5 genotoxicity (DNA damage)).